Dataset: Full USPTO retrosynthesis dataset with 1.9M reactions from patents (1976-2016). Task: Predict the reactants needed to synthesize the given product. (1) Given the product [CH3:13][C:14]1([CH3:21])[CH2:19][CH2:18][CH2:17][C:16]([CH2:6][N:7]2[C:11]([CH3:12])=[CH:10][CH:9]=[N:8]2)([OH:20])[CH2:15]1, predict the reactants needed to synthesize it. The reactants are: C([Li])CCC.[CH3:6][N:7]1[C:11]([CH3:12])=[CH:10][CH:9]=[N:8]1.[CH3:13][C:14]1([CH3:21])[CH2:19][CH2:18][CH2:17][C:16](=[O:20])[CH2:15]1. (2) The reactants are: [C:1]([O-:4])(O)=O.[Na+].BrC[C:8]1[CH:13]=[CH:12][C:11]([I:14])=[CH:10][C:9]=1[N+:15]([O-:17])=[O:16]. Given the product [I:14][C:11]1[CH:12]=[CH:13][C:8]([CH:1]=[O:4])=[C:9]([N+:15]([O-:17])=[O:16])[CH:10]=1, predict the reactants needed to synthesize it. (3) Given the product [Br:1][C:2]1[CH:3]=[C:4]([CH2:22][CH:23]([OH:28])[C:24]([O:26][CH3:27])=[O:25])[CH:5]=[C:6]([Br:21])[C:7]=1[O:8][C:9]1[CH:14]=[C:13]([CH:15]([CH3:17])[CH3:16])[C:12]([OH:18])=[C:11]([I:20])[CH:10]=1, predict the reactants needed to synthesize it. The reactants are: [Br:1][C:2]1[CH:3]=[C:4]([CH2:22][CH:23]([OH:28])[C:24]([O:26][CH3:27])=[O:25])[CH:5]=[C:6]([Br:21])[C:7]=1[O:8][C:9]1[CH:14]=[C:13]([CH:15]([CH3:17])[CH3:16])[C:12]([O:18]C)=[C:11]([I:20])[CH:10]=1.CSC.B(F)(F)F. (4) Given the product [Cl:10][C:11]1[C:16]([Cl:17])=[CH:15][CH:14]=[CH:13][C:12]=1[C:2]1[C:3]([NH2:9])=[N:4][C:5]([NH2:8])=[CH:6][CH:7]=1, predict the reactants needed to synthesize it. The reactants are: Br[C:2]1[C:3]([NH2:9])=[N:4][C:5]([NH2:8])=[CH:6][CH:7]=1.[Cl:10][C:11]1[C:16]([Cl:17])=[CH:15][CH:14]=[CH:13][C:12]=1B(O)O.C(=O)([O-])[O-].[K+].[K+]. (5) Given the product [CH2:17]([O:16][C:3]1[C:4]2[CH2:15][CH2:14][CH2:13][C:5]=2[C:6]2[N:7]([C:9]([NH2:12])=[N:10][N:11]=2)[N:8]=1)[CH3:18], predict the reactants needed to synthesize it. The reactants are: Br.Cl[C:3]1[C:4]2[CH2:15][CH2:14][CH2:13][C:5]=2[C:6]2[N:7]([C:9]([NH2:12])=[N:10][N:11]=2)[N:8]=1.[O-:16][CH2:17][CH3:18].[Na+]. (6) Given the product [CH3:20][S:21]([O:1][CH2:2][C@@H:3]([NH:5][C:6]([O:7][C:8]([CH3:11])([CH3:10])[CH3:9])=[O:12])[CH3:4])(=[O:23])=[O:22], predict the reactants needed to synthesize it. The reactants are: [OH:1][CH2:2][C@@H:3]([NH:5][C:6](=[O:12])[O:7][C:8]([CH3:11])([CH3:10])[CH3:9])[CH3:4].CCN(CC)CC.[CH3:20][S:21](Cl)(=[O:23])=[O:22]. (7) Given the product [CH3:13][S:12][C:9]1[N:10]=[CH:11][C:6]2[C:5](=[O:14])[NH:4][CH:3]=[C:2]([C:23]3[C:31]4[C:26](=[CH:27][C:28]([C:32]([F:34])([F:33])[F:35])=[CH:29][CH:30]=4)[N:25]([S:36]([C:39]4[CH:44]=[CH:43][C:42]([CH3:45])=[CH:41][CH:40]=4)(=[O:38])=[O:37])[CH:24]=3)[C:7]=2[N:8]=1, predict the reactants needed to synthesize it. The reactants are: I[C:2]1[C:7]2[N:8]=[C:9]([S:12][CH3:13])[N:10]=[CH:11][C:6]=2[C:5](=[O:14])[NH:4][CH:3]=1.CC1(C)C(C)(C)OB([C:23]2[C:31]3[C:26](=[CH:27][C:28]([C:32]([F:35])([F:34])[F:33])=[CH:29][CH:30]=3)[N:25]([S:36]([C:39]3[CH:44]=[CH:43][C:42]([CH3:45])=[CH:41][CH:40]=3)(=[O:38])=[O:37])[CH:24]=2)O1.O.P([O-])([O-])([O-])=O.[K+].[K+].[K+].